This data is from Full USPTO retrosynthesis dataset with 1.9M reactions from patents (1976-2016). The task is: Predict the reactants needed to synthesize the given product. Given the product [CH:7]1([C:10]2[C:11](=[O:12])[N:1]3[N:2]=[CH:3][CH:4]=[C:5]3[NH:6][C:21]=2[CH3:22])[CH2:9][CH2:8]1, predict the reactants needed to synthesize it. The reactants are: [NH:1]1[C:5]([NH2:6])=[CH:4][CH:3]=[N:2]1.[CH:7]1([CH:10]([C:21](=O)[CH3:22])[C:11](OCC2C=CC=CC=2)=[O:12])[CH2:9][CH2:8]1.